Dataset: Forward reaction prediction with 1.9M reactions from USPTO patents (1976-2016). Task: Predict the product of the given reaction. (1) Given the reactants [Si]([O:8][CH2:9][CH2:10][C@H:11]1[CH2:22][CH2:21][C:20]2[S:19][C:18]3[C:13](=[C:14]([O:23][CH:24]4[CH2:29][CH2:28][CH:27]([N:30]5[CH2:35][CH2:34][O:33][CH2:32][CH2:31]5)[CH2:26][CH2:25]4)[N:15]=[CH:16][N:17]=3)[C:12]1=2)(C(C)(C)C)(C)C.Cl, predict the reaction product. The product is: [N:30]1([CH:27]2[CH2:26][CH2:25][CH:24]([O:23][C:14]3[N:15]=[CH:16][N:17]=[C:18]4[C:13]=3[C:12]3[C@@H:11]([CH2:10][CH2:9][OH:8])[CH2:22][CH2:21][C:20]=3[S:19]4)[CH2:29][CH2:28]2)[CH2:31][CH2:32][O:33][CH2:34][CH2:35]1. (2) Given the reactants [CH2:1]([N:8]1[CH:16]=[C:15]2[C:10]([CH:11]=[C:12]([C:17]3[CH:18]=[C:19]([CH:27]4[CH2:31][CH2:30][NH:29][CH2:28]4)[N:20]4[C:25]=3[C:24]([NH2:26])=[N:23][CH:22]=[N:21]4)[CH:13]=[CH:14]2)=[N:9]1)[C:2]1[CH:7]=[CH:6][CH:5]=[CH:4][CH:3]=1.[CH3:32][S:33](Cl)(=[O:35])=[O:34].C(N(CC)CC)C, predict the reaction product. The product is: [CH2:1]([N:8]1[CH:16]=[C:15]2[C:10]([CH:11]=[C:12]([C:17]3[CH:18]=[C:19]([CH:27]4[CH2:31][CH2:30][N:29]([S:33]([CH3:32])(=[O:35])=[O:34])[CH2:28]4)[N:20]4[C:25]=3[C:24]([NH2:26])=[N:23][CH:22]=[N:21]4)[CH:13]=[CH:14]2)=[N:9]1)[C:2]1[CH:3]=[CH:4][CH:5]=[CH:6][CH:7]=1. (3) Given the reactants B(O)O.Br[C:5]1[N:12]=[CH:11][CH:10]=[CH:9][C:6]=1[CH:7]=[O:8].[NH:13]1[C:17](B(O)O)=[CH:16][CH:15]=[N:14]1, predict the reaction product. The product is: [NH:13]1[C:17]([C:5]2[N:12]=[CH:11][CH:10]=[CH:9][C:6]=2[CH:7]=[O:8])=[CH:16][CH:15]=[N:14]1. (4) Given the reactants C[O:2][C:3]1[CH:4]=[C:5]([C:12]([F:15])([F:14])[F:13])[CH:6]=[C:7]([N+:9]([O-:11])=[O:10])[CH:8]=1.B(Br)(Br)Br.O, predict the reaction product. The product is: [F:13][C:12]([F:14])([F:15])[C:5]1[CH:4]=[C:3]([OH:2])[CH:8]=[C:7]([N+:9]([O-:11])=[O:10])[CH:6]=1. (5) Given the reactants [C:1](Cl)(Cl)=[O:2].[Br:5][C:6]1[N:11]=[CH:10][C:9]([NH2:12])=[C:8]([NH:13][C:14]([CH3:25])([CH3:24])[CH2:15][O:16][Si:17]([C:20]([CH3:23])([CH3:22])[CH3:21])([CH3:19])[CH3:18])[CH:7]=1.C(N(CC)CC)C, predict the reaction product. The product is: [Br:5][C:6]1[N:11]=[CH:10][C:9]2[NH:12][C:1](=[O:2])[N:13]([C:14]([CH3:25])([CH3:24])[CH2:15][O:16][Si:17]([C:20]([CH3:23])([CH3:22])[CH3:21])([CH3:18])[CH3:19])[C:8]=2[CH:7]=1. (6) Given the reactants C1C=CC(P(N=[N+]=[N-])(C2C=CC=CC=2)=[O:8])=CC=1.[C:18]1([CH3:36])[CH:23]=[CH:22][C:21]([N:24]2[C:28](C(O)=O)=[CH:27][C:26]([Si:32]([CH3:35])([CH3:34])[CH3:33])=[N:25]2)=[CH:20][CH:19]=1.CC[N:39]([CH2:42]C)CC.[Cl:44][C:45]1[N:50]=[C:49]([O:51][C:52]2[C:61]3[C:56](=[CH:57][CH:58]=[CH:59][CH:60]=3)[C:55]([NH2:62])=[CH:54][CH:53]=2)[CH:48]=[CH:47][N:46]=1, predict the reaction product. The product is: [Cl:44][C:45]1[N:50]=[C:49]([O:51][C:52]2[C:61]3[C:56](=[CH:57][CH:58]=[CH:59][CH:60]=3)[C:55]([NH:62][C:42]([NH:39][C:28]3[N:24]([C:21]4[CH:20]=[CH:19][C:18]([CH3:36])=[CH:23][CH:22]=4)[N:25]=[C:26]([Si:32]([CH3:33])([CH3:34])[CH3:35])[CH:27]=3)=[O:8])=[CH:54][CH:53]=2)[CH:48]=[CH:47][N:46]=1. (7) Given the reactants [O:1]1[CH2:6][CH2:5][N:4]([C:7]23[C:34]4[CH:33]=[CH:32][C:31]([CH:35]=[O:36])=[CH:30][C:29]=4[O:28][CH2:27][CH:8]2[C:9]([C:12]2[O:16][N:15]=[C:14]([C:17]4[CH:22]=[CH:21][CH:20]=[CH:19][CH:18]=4)[C:13]=2[C:23]([F:26])([F:25])[F:24])=[N:10][O:11]3)[CH2:3][CH2:2]1.[BH4-].[Na+], predict the reaction product. The product is: [O:1]1[CH2:2][CH2:3][N:4]([C:7]23[C:34]4[CH:33]=[CH:32][C:31]([CH2:35][OH:36])=[CH:30][C:29]=4[O:28][CH2:27][CH:8]2[C:9]([C:12]2[O:16][N:15]=[C:14]([C:17]4[CH:18]=[CH:19][CH:20]=[CH:21][CH:22]=4)[C:13]=2[C:23]([F:25])([F:26])[F:24])=[N:10][O:11]3)[CH2:5][CH2:6]1. (8) Given the reactants F[C:2]([O:4][CH:5]([F:7])[CH3:6])=[O:3].[C:8]1([OH:14])[CH:13]=[CH:12][CH:11]=[CH:10][CH:9]=1, predict the reaction product. The product is: [C:2](=[O:3])([O:14][C:8]1[CH:13]=[CH:12][CH:11]=[CH:10][CH:9]=1)[O:4][CH:5]([F:7])[CH3:6]. (9) Given the reactants I[C:2]1[CH:7]=[CH:6][C:5]([C:8]2[O:9][C:10]([CH3:13])=[N:11][N:12]=2)=[CH:4][CH:3]=1.[CH3:14][C:15]1[CH:28]=[CH:27][C:18]([C:19]([NH:21][C:22]2[S:23][CH:24]=[N:25][N:26]=2)=[O:20])=[CH:17][C:16]=1B1OC(C)(C)C(C)(C)O1, predict the reaction product. The product is: [S:23]1[CH:24]=[N:25][N:26]=[C:22]1[NH:21][C:19]([C:18]1[CH:17]=[C:16]([C:2]2[CH:7]=[CH:6][C:5]([C:8]3[O:9][C:10]([CH3:13])=[N:11][N:12]=3)=[CH:4][CH:3]=2)[C:15]([CH3:14])=[CH:28][CH:27]=1)=[O:20].